From a dataset of Catalyst prediction with 721,799 reactions and 888 catalyst types from USPTO. Predict which catalyst facilitates the given reaction. (1) Reactant: [CH3:1][N:2]1[C:6](=[O:7])[N:5]([C:8]2[CH:15]=[C:14]([N+:16]([O-])=O)[CH:13]=[CH:12][C:9]=2[C:10]#[N:11])[N:4]=[N:3]1. Product: [NH2:16][C:14]1[CH:13]=[CH:12][C:9]([C:10]#[N:11])=[C:8]([N:5]2[C:6](=[O:7])[N:2]([CH3:1])[N:3]=[N:4]2)[CH:15]=1. The catalyst class is: 19. (2) Reactant: [Br:1][C:2]1[CH:9]=[C:8](F)[C:5]([C:6]#[N:7])=[C:4]([F:11])[CH:3]=1.[CH3:12][O-:13].[Na+]. Product: [Br:1][C:2]1[CH:9]=[C:8]([O:13][CH3:12])[C:5]([C:6]#[N:7])=[C:4]([F:11])[CH:3]=1. The catalyst class is: 7.